From a dataset of Full USPTO retrosynthesis dataset with 1.9M reactions from patents (1976-2016). Predict the reactants needed to synthesize the given product. (1) Given the product [CH3:1][C:2]1[C:6]([CH2:7][C:8]2[S:22][C:11]3[N:12]([CH:19]([CH3:21])[CH3:20])[C:13](=[O:18])[N:14]([CH3:17])[C:15](=[O:16])[C:10]=3[C:9]=2[C:23]([N:25]2[CH2:29][C@H:28]([OH:30])[CH2:27][O:26]2)=[O:24])=[C:5]([CH3:31])[N:4]([C:33]2[S:34][CH:35]=[CH:36][N:37]=2)[N:3]=1, predict the reactants needed to synthesize it. The reactants are: [CH3:1][C:2]1[C:6]([CH2:7][C:8]2[S:22][C:11]3[N:12]([CH:19]([CH3:21])[CH3:20])[C:13](=[O:18])[N:14]([CH3:17])[C:15](=[O:16])[C:10]=3[C:9]=2[C:23]([N:25]2[CH2:29][C@H:28]([OH:30])[CH2:27][O:26]2)=[O:24])=[C:5]([CH3:31])[NH:4][N:3]=1.Br[C:33]1[S:34][CH:35]=[CH:36][N:37]=1.[C@@H]1(N)CCCC[C@H]1N.C(=O)([O-])[O-].[K+].[K+]. (2) Given the product [F:28][C:26]([F:29])([F:27])[CH2:25][N:21]1[C:20]([C:14]2[CH:15]=[C:16]3[N:12]([C:11]4[CH:30]=[C:7]([CH:4]5[CH2:3][CH2:2][N:1]([CH2:38][CH2:39][OH:40])[CH2:6][CH2:5]5)[CH:8]=[CH:9][C:10]=4[O:19][CH2:18][CH2:17]3)[N:13]=2)=[N:24][CH:23]=[N:22]1, predict the reactants needed to synthesize it. The reactants are: [NH:1]1[CH2:6][CH2:5][CH:4]([C:7]2[CH:8]=[CH:9][C:10]3[O:19][CH2:18][CH2:17][C:16]4[N:12]([N:13]=[C:14]([C:20]5[N:21]([CH2:25][C:26]([F:29])([F:28])[F:27])[N:22]=[CH:23][N:24]=5)[CH:15]=4)[C:11]=3[CH:30]=2)[CH2:3][CH2:2]1.C(=O)([O-])[O-].[K+].[K+].Br[CH2:38][CH2:39][O:40]C1CCCCO1.Cl.